Dataset: Full USPTO retrosynthesis dataset with 1.9M reactions from patents (1976-2016). Task: Predict the reactants needed to synthesize the given product. (1) Given the product [NH2:20][CH2:19][C:16]1[C:17]([NH2:18])=[N:6][C:5]([C:4]2[CH:3]=[C:2]([F:1])[CH:10]=[C:9]([F:11])[CH:8]=2)=[N:7][C:15]=1[C:14]1[CH:21]=[CH:22][C:23]([Cl:25])=[CH:24][C:13]=1[Cl:12], predict the reactants needed to synthesize it. The reactants are: [F:1][C:2]1[CH:3]=[C:4]([CH:8]=[C:9]([F:11])[CH:10]=1)[C:5]([NH2:7])=[NH:6].[Cl:12][C:13]1[CH:24]=[C:23]([Cl:25])[CH:22]=[CH:21][C:14]=1[CH:15]=[C:16]([C:19]#[N:20])[C:17]#[N:18]. (2) Given the product [Br:12][C:13]1[CH:18]=[CH:17][C:16]([N:19]2[CH:36]=[CH:35][C:21]([C:5]3[CH:6]=[CH:7][C:2]([Br:1])=[CH:3][CH:4]=3)=[C:20]2[C:23]2[CH:28]=[CH:27][C:26]([C:29]([CH3:32])([CH3:31])[CH3:30])=[CH:25][CH:24]=2)=[CH:15][CH:14]=1, predict the reactants needed to synthesize it. The reactants are: [Br:1][C:2]1[CH:7]=[CH:6][C:5](/C=C/C=O)=[CH:4][CH:3]=1.[Br:12][C:13]1[CH:18]=[CH:17][C:16]([NH:19][CH:20]([C:23]2[CH:28]=[CH:27][C:26]([C:29]([CH3:32])([CH3:31])[CH3:30])=[CH:25][CH:24]=2)[C:21]#N)=[CH:15][CH:14]=1.[OH-].[K+].[CH2:35](O)[CH3:36]. (3) The reactants are: [CH3:1][C:2]([O:5][C:6]([N:8]1[CH2:13][CH2:12][C:11]([C:23]#[N:24])([C:14](=[O:22])[C:15]2[CH:20]=[CH:19][C:18]([F:21])=[CH:17][CH:16]=2)[CH2:10][CH2:9]1)=[O:7])([CH3:4])[CH3:3].[BH4-].[Na+]. Given the product [CH3:4][C:2]([O:5][C:6]([N:8]1[CH2:9][CH2:10][C:11]([C:23]#[N:24])([CH:14]([C:15]2[CH:16]=[CH:17][C:18]([F:21])=[CH:19][CH:20]=2)[OH:22])[CH2:12][CH2:13]1)=[O:7])([CH3:1])[CH3:3], predict the reactants needed to synthesize it. (4) Given the product [F:1][C:2]([F:41])([F:40])[C:3]1[CH:4]=[C:5]([C@H:13]2[O:17][C:16](=[O:18])[N:15]([CH2:19][C:20]3[CH:25]=[C:24]([CH3:42])[CH:23]=[CH:22][C:21]=3[C:27]3[CH:32]=[C:31]([CH:33]([CH3:35])[CH3:34])[C:30]([F:36])=[CH:29][C:28]=3[O:37][CH3:38])[C@H:14]2[CH3:39])[CH:6]=[C:7]([C:9]([F:12])([F:11])[F:10])[CH:8]=1, predict the reactants needed to synthesize it. The reactants are: [F:1][C:2]([F:41])([F:40])[C:3]1[CH:4]=[C:5]([C@H:13]2[O:17][C:16](=[O:18])[N:15]([CH2:19][C:20]3[CH:25]=[C:24](Br)[CH:23]=[CH:22][C:21]=3[C:27]3[CH:32]=[C:31]([CH:33]([CH3:35])[CH3:34])[C:30]([F:36])=[CH:29][C:28]=3[O:37][CH3:38])[C@H:14]2[CH3:39])[CH:6]=[C:7]([C:9]([F:12])([F:11])[F:10])[CH:8]=1.[CH3:42]B1OB(C)OB(C)O1.C(=O)([O-])[O-].[K+].[K+]. (5) Given the product [NH2:11][C:12]1([PH:20]([NH:22][C:23](=[O:30])[C:24]2[CH:29]=[CH:28][CH:27]=[CH:26][CH:25]=2)=[O:21])[CH2:17][CH2:16][CH2:15][N:14]([NH2:18])[C:13]1=[O:19], predict the reactants needed to synthesize it. The reactants are: C(OC([NH:11][C:12]1([PH:20]([NH:22][C:23](=[O:30])[C:24]2[CH:29]=[CH:28][CH:27]=[CH:26][CH:25]=2)=[O:21])[CH2:17][CH2:16][CH2:15][N:14]([NH2:18])[C:13]1=[O:19])=O)C1C=CC=CC=1. (6) The reactants are: [S:1](Cl)(Cl)=[O:2].[OH:5][CH:6]([CH3:17])[CH2:7][CH2:8][NH:9][C:10](=[O:16])[O:11][C:12]([CH3:15])([CH3:14])[CH3:13].N1C=CC=CC=1.C(OCC)(=O)C. Given the product [CH3:17][CH:6]1[O:5][S:1](=[O:2])[N:9]([C:10]([O:11][C:12]([CH3:13])([CH3:15])[CH3:14])=[O:16])[CH2:8][CH2:7]1, predict the reactants needed to synthesize it.